Task: Predict the reaction yield, written as a fraction of the theoretical maximum amount of product (1.0 means a 100% yield; for example, 0.34 means a 34% yield).. Dataset: Reaction yield outcomes from USPTO patents with 853,638 reactions (1) The reactants are [Cl:1][C:2]1[C:11]2[C:6](=[CH:7][CH:8]=[CH:9][CH:10]=2)[CH:5]=[CH:4][C:3]=1[O:12][CH2:13][CH:14]([NH2:16])[CH3:15].[Cl:17][C:18]1[S:22][C:21]([CH:23]=O)=[CH:20][CH:19]=1. No catalyst specified. The product is [Cl:1][C:2]1[C:11]2[C:6](=[CH:7][CH:8]=[CH:9][CH:10]=2)[CH:5]=[CH:4][C:3]=1[O:12][CH2:13][CH:14]([NH:16][CH2:23][C:21]1[S:22][C:18]([Cl:17])=[CH:19][CH:20]=1)[CH3:15]. The yield is 0.610. (2) The reactants are [Cl-].[CH3:2][S:3]([O:6][C:7]1[CH:12]=[CH:11][CH:10]=[CH:9][C:8]=1[CH:13]1[O:17][N:16]=[C:15]([C:18]2[N:19]=[C:20]([CH:23]3[CH2:28][CH2:27][NH2+:26][CH2:25][CH2:24]3)[S:21][CH:22]=2)[CH2:14]1)(=[O:5])=[O:4].[C:29](O)(=[O:32])[CH2:30][OH:31].C(N(C(C)C)CC)(C)C.F[B-](F)(F)F.N1(OC(N(C)C)=[N+](C)C)C2C=CC=CC=2N=N1. The catalyst is CN(C)C=O. The product is [CH3:2][S:3]([O:6][C:7]1[CH:12]=[CH:11][CH:10]=[CH:9][C:8]=1[CH:13]1[O:17][N:16]=[C:15]([C:18]2[N:19]=[C:20]([CH:23]3[CH2:28][CH2:27][N:26]([C:30](=[O:31])[CH2:29][OH:32])[CH2:25][CH2:24]3)[S:21][CH:22]=2)[CH2:14]1)(=[O:4])=[O:5]. The yield is 0.120. (3) The reactants are [CH2:1]1[C:9]2[C:4](=[CH:5][CH:6]=[CH:7][CH:8]=2)[CH2:3][CH:2]1[NH:10][S:11]([CH:14]([CH3:16])[CH3:15])(=[O:13])=[O:12].S(=O)(=O)(O)O.[I:22](O)(=O)(=O)=O.II. The catalyst is C(O)(=O)C.O. The product is [I:22][C:6]1[CH:5]=[C:4]2[C:9](=[CH:8][CH:7]=1)[CH2:1][CH:2]([NH:10][S:11]([CH:14]([CH3:16])[CH3:15])(=[O:13])=[O:12])[CH2:3]2. The yield is 1.00. (4) The product is [CH2:1]([C:3]1[CH:4]=[CH:5][C:6]([CH:9]([OH:17])[CH2:10][O:20][C:21]2[CH:28]=[CH:27][C:24]([CH:25]=[O:26])=[CH:23][CH:22]=2)=[N:7][CH:8]=1)[CH3:2]. The catalyst is C(O)(C)(C)C. The yield is 0.790. The reactants are [CH2:1]([C:3]1[CH:4]=[CH:5][C:6]([CH:9]=[CH2:10])=[N:7][CH:8]=1)[CH3:2].BrN1C(=[O:17])CCC1=O.[K].[OH:20][C:21]1[CH:28]=[CH:27][C:24]([CH:25]=[O:26])=[CH:23][CH:22]=1. (5) The reactants are [Br:1][C:2]1[S:3][C:4]([CH3:9])=[C:5]([CH2:7][OH:8])[N:6]=1.N1C=CN=C1.[Si:15](Cl)([C:18]([CH3:21])([CH3:20])[CH3:19])([CH3:17])[CH3:16]. The catalyst is CN(C=O)C. The product is [Br:1][C:2]1[S:3][C:4]([CH3:9])=[C:5]([CH2:7][O:8][Si:15]([C:18]([CH3:21])([CH3:20])[CH3:19])([CH3:17])[CH3:16])[N:6]=1. The yield is 0.820.